This data is from Human liver microsome stability data. The task is: Regression/Classification. Given a drug SMILES string, predict its absorption, distribution, metabolism, or excretion properties. Task type varies by dataset: regression for continuous measurements (e.g., permeability, clearance, half-life) or binary classification for categorical outcomes (e.g., BBB penetration, CYP inhibition). Dataset: hlm. (1) The drug is Cc1cccc(Nc2sc(-c3ccc(C(F)(F)F)cc3)cc2C(N)=O)n1. The result is 0 (unstable in human liver microsomes). (2) The result is 0 (unstable in human liver microsomes). The molecule is CCC(=O)CNC(=O)[C@H](CCc1ccccc1)NC(=O)c1cc(-c2c(OC)cccc2OC)n(CC(C)C)n1. (3) The compound is N#CC1(n2cc([C@@H](NC(=O)c3ccsc3)C3CCS(=O)(=O)CC3)nn2)CC1. The result is 0 (unstable in human liver microsomes). (4) The molecule is CCc1nn(CCO)c(CC)c1Oc1cccc(C#N)c1. The result is 1 (stable in human liver microsomes). (5) The compound is CN1CCN(c2nc(NCc3nc4c(F)c(F)ccc4[nH]3)c3ncn(-c4ccsc4)c3n2)CC1. The result is 1 (stable in human liver microsomes). (6) The molecule is CC(C)C[C@H]1C(=O)N[C@@H](c2cccs2)CN1C(=O)c1cc(-c2ccc(F)cc2)on1. The result is 0 (unstable in human liver microsomes). (7) The molecule is O=C(CN1CCC(N2C(=O)OCc3c(F)cccc32)CC1)Nc1ccc2[nH]c3ccccc3c2c1. The result is 0 (unstable in human liver microsomes).